This data is from Reaction yield outcomes from USPTO patents with 853,638 reactions. The task is: Predict the reaction yield, written as a fraction of the theoretical maximum amount of product (1.0 means a 100% yield; for example, 0.34 means a 34% yield). The reactants are [C:1]([O:5][C:6](=[O:35])[N:7]([C:16]1[S:17][C@:18]2([C:33]#[CH:34])[C@H:20]([C@:21]([C:25]3[CH:30]=[C:29]([Br:31])[CH:28]=[CH:27][C:26]=3[F:32])([CH2:23][F:24])[N:22]=1)[CH2:19]2)[CH2:8][O:9][CH2:10][CH2:11][Si:12]([CH3:15])([CH3:14])[CH3:13])([CH3:4])([CH3:3])[CH3:2].[N-:36]=[N+:37]=[N-:38].[Na+].O=C1O[C@H]([C@H](CO)O)C([O-])=C1O.[Na+].N#N.CN[C@@H]1CCCC[C@H]1NC. The catalyst is [Cu]I.CCO.O. The product is [C:1]([O:5][C:6](=[O:35])[N:7]([C:16]1[S:17][C@:18]2([C:33]3[N:36]=[N:37][NH:38][CH:34]=3)[C@H:20]([C@:21]([C:25]3[CH:30]=[C:29]([Br:31])[CH:28]=[CH:27][C:26]=3[F:32])([CH2:23][F:24])[N:22]=1)[CH2:19]2)[CH2:8][O:9][CH2:10][CH2:11][Si:12]([CH3:14])([CH3:13])[CH3:15])([CH3:4])([CH3:3])[CH3:2]. The yield is 0.540.